From a dataset of Full USPTO retrosynthesis dataset with 1.9M reactions from patents (1976-2016). Predict the reactants needed to synthesize the given product. (1) Given the product [F:47][C:15]1[CH:14]=[CH:13][CH:12]=[C:11]([N:16]2[N:20]=[CH:19][CH:18]=[N:17]2)[C:10]=1[C:9]([NH:8][C@H:4]1[CH2:5][CH2:6][CH2:7][C@@H:3]1[N:2]([CH3:1])[C:22]1[CH:27]=[N:26][C:25]([C:28]([F:29])([F:31])[F:30])=[CH:24][N:23]=1)=[O:21], predict the reactants needed to synthesize it. The reactants are: [CH3:1][N:2]([C:22]1[CH:27]=[N:26][C:25]([C:28]([F:31])([F:30])[F:29])=[CH:24][N:23]=1)[C@H:3]1[CH2:7][CH2:6][CH2:5][C@@H:4]1[NH:8][C:9](=[O:21])[C:10]1[CH:15]=[CH:14][CH:13]=[CH:12][C:11]=1[N:16]1[N:20]=[CH:19][CH:18]=[N:17]1.CN(C1C=NC(C(F)(F)[F:47])=CN=1)[C@H]1CCC[C@@H]1N.FC1C=CC=C(N2N=CC=N2)C=1C(O)=O. (2) Given the product [F:58][C:55]([F:56])([F:57])[C:54]([NH:53][CH:48]1[CH2:47][C:46]2[C:50](=[CH:51][CH:52]=[C:44]([NH:43][C:13]3[N:18]=[C:17]([C:19]4[C:20]([C:28]5[CH:33]=[CH:32][CH:31]=[C:30]([NH:34][C:35](=[O:42])[CH2:36][C:37]6[S:38][CH:39]=[CH:40][CH:41]=6)[CH:29]=5)=[N:21][N:22]5[CH:27]=[CH:26][CH:25]=[CH:24][C:23]=45)[CH:16]=[CH:15][N:14]=3)[CH:45]=2)[CH2:49]1)=[O:59], predict the reactants needed to synthesize it. The reactants are: O1C(C2C=C(N[C:13]3[N:18]=[C:17]([C:19]4[C:20]([C:28]5[CH:29]=[C:30]([NH:34][C:35](=[O:42])[CH2:36][C:37]6[S:38][CH:39]=[CH:40][CH:41]=6)[CH:31]=[CH:32][CH:33]=5)=[N:21][N:22]5[CH:27]=[CH:26][CH:25]=[CH:24][C:23]=45)[CH:16]=[CH:15][N:14]=3)C=CC=2)=CN=C1.[NH2:43][C:44]1[CH:45]=[C:46]2[C:50](=[CH:51][CH:52]=1)[CH2:49][CH:48]([NH:53][C:54](=[O:59])[C:55]([F:58])([F:57])[F:56])[CH2:47]2.Cl.C(OCC)C. (3) Given the product [CH3:22][O:21][C:19](=[O:20])[N:9]([CH2:10][C@@H:11]([OH:14])[CH2:12][OH:13])[CH2:8][C:7]1[CH:15]=[CH:16][CH:17]=[C:5]([CH:2]([CH3:4])[CH3:3])[CH:6]=1, predict the reactants needed to synthesize it. The reactants are: Cl.[CH:2]([C:5]1[CH:6]=[C:7]([CH:15]=[CH:16][CH:17]=1)[CH2:8][NH:9][CH2:10][C@@H:11]([OH:14])[CH2:12][OH:13])([CH3:4])[CH3:3].Cl[C:19]([O:21][CH3:22])=[O:20]. (4) Given the product [C:6]([C:7]1[CH:8]=[CH:9][C:10]([C:13]2[C:14]([C:18]3[CH:23]=[CH:22][N:21]=[CH:20][CH:19]=3)=[N:15][NH:16][CH:17]=2)=[CH:11][CH:12]=1)#[CH:5], predict the reactants needed to synthesize it. The reactants are: C[Si]([C:5]#[C:6][C:7]1[CH:12]=[CH:11][C:10]([C:13]2[C:14]([C:18]3[CH:23]=[CH:22][N:21]=[CH:20][CH:19]=3)=[N:15][NH:16][CH:17]=2)=[CH:9][CH:8]=1)(C)C.CCCC[N+](CCCC)(CCCC)CCCC.[F-].C1COCC1.